From a dataset of Reaction yield outcomes from USPTO patents with 853,638 reactions. Predict the reaction yield, written as a fraction of the theoretical maximum amount of product (1.0 means a 100% yield; for example, 0.34 means a 34% yield). (1) The reactants are [NH2:1][C:2]1[N:3]=[N:4][C:5]([O:8][CH3:9])=[CH:6][CH:7]=1.CC#N.N1C=CC=CC=1.[C:19]1([O:25][C:26](Cl)=[O:27])[CH:24]=[CH:23][CH:22]=[CH:21][CH:20]=1. The catalyst is C1COCC1. The product is [CH3:9][O:8][C:5]1[N:4]=[N:3][C:2]([NH:1][C:26](=[O:27])[O:25][C:19]2[CH:24]=[CH:23][CH:22]=[CH:21][CH:20]=2)=[CH:7][CH:6]=1. The yield is 0.810. (2) The reactants are [OH:1][C:2]1[CH:3]=[C:4]([CH:18]=[CH:19][CH:20]=1)[CH2:5][CH2:6][N:7]([CH:15]([CH3:17])[CH3:16])[C:8](=[O:14])[O:9][C:10]([CH3:13])([CH3:12])[CH3:11].C(N(CC)CC)C.[Cl-].[Mg+2].[Cl-].[CH2:31]=[O:32]. The catalyst is CC#N. The product is [CH:31]([C:20]1[CH:19]=[CH:18][C:4]([CH2:5][CH2:6][N:7]([CH:15]([CH3:16])[CH3:17])[C:8](=[O:14])[O:9][C:10]([CH3:11])([CH3:12])[CH3:13])=[CH:3][C:2]=1[OH:1])=[O:32]. The yield is 0.730. (3) The reactants are [CH3:1][S:2][C:3]1[C:11]([OH:12])=[CH:10][CH:9]=[C:8]2[C:4]=1[CH:5]=[N:6][NH:7]2.O[C@H:14]1[CH2:19][CH2:18][C@H:17]([N:20]2[C:28](=[O:29])[C:27]3[C:22](=[CH:23][CH:24]=[CH:25][CH:26]=3)[C:21]2=[O:30])[CH2:16][CH2:15]1.CS(C1C(OC2CCCN(C(OC(C)(C)C)=O)CC2)=CC=C2C=1C=NN2)(=O)=O.C(C=P(CCCC)(CCCC)CCCC)#N. The catalyst is C1(C)C=CC=CC=1. The product is [CH3:1][S:2][C:3]1[C:11]([O:12][C@@H:14]2[CH2:15][CH2:16][C@H:17]([N:20]3[C:21](=[O:30])[C:22]4[C:27](=[CH:26][CH:25]=[CH:24][CH:23]=4)[C:28]3=[O:29])[CH2:18][CH2:19]2)=[CH:10][CH:9]=[C:8]2[C:4]=1[CH:5]=[N:6][NH:7]2. The yield is 0.580. (4) The catalyst is CN(C)C=O.O. The yield is 0.620. The product is [Cl:1][C:2]1[CH:23]=[C:22]([C:24]([F:27])([F:25])[F:26])[CH:21]=[CH:20][C:3]=1[CH2:4][N:5]1[C:9](/[CH:10]=[CH:11]/[C:12]([NH:35][S:32]([CH2:31][CH2:30][CH:29]([CH3:36])[CH3:28])(=[O:34])=[O:33])=[O:13])=[CH:8][C:7]([O:15][CH2:16][CH:17]2[CH2:19][CH2:18]2)=[N:6]1. The reactants are [Cl:1][C:2]1[CH:23]=[C:22]([C:24]([F:27])([F:26])[F:25])[CH:21]=[CH:20][C:3]=1[CH2:4][N:5]1[C:9](/[CH:10]=[CH:11]/[C:12](O)=[O:13])=[CH:8][C:7]([O:15][CH2:16][CH:17]2[CH2:19][CH2:18]2)=[N:6]1.[CH3:28][CH:29]([CH3:36])[CH2:30][CH2:31][S:32]([NH2:35])(=[O:34])=[O:33].N12CCCN=C1CCCCC2.Cl.